From a dataset of Reaction yield outcomes from USPTO patents with 853,638 reactions. Predict the reaction yield, written as a fraction of the theoretical maximum amount of product (1.0 means a 100% yield; for example, 0.34 means a 34% yield). (1) The reactants are Cl[C:2]1[N:7]=[C:6]([NH2:8])[CH:5]=[CH:4][N:3]=1.[CH2:9]([O:11][C:12](=[O:18])[C:13]([CH3:17])([CH3:16])[CH2:14][NH2:15])[CH3:10]. No catalyst specified. The product is [CH2:9]([O:11][C:12](=[O:18])[C:13]([CH3:17])([CH3:16])[CH2:14][NH:15][C:2]1[N:7]=[C:6]([NH2:8])[CH:5]=[CH:4][N:3]=1)[CH3:10]. The yield is 0.370. (2) The reactants are C(Cl)(Cl)=S.[CH:5]([O:8][C:9]1[CH:10]=[C:11]([CH:13]=[CH:14][CH:15]=1)[NH2:12])([CH3:7])[CH3:6].[C:16](=[O:19])([O-])[O-].[Ca+2].[C:21]([N:24]1[CH2:29][CH2:28][N:27]([C:30]2[CH:35]=[CH:34][C:33]([NH:36][C:37](=[O:42])[C:38]([NH:40][NH2:41])=O)=[CH:32][CH:31]=2)[CH2:26][CH2:25]1)(=[O:23])[CH3:22].CCN=C=NCCCN(C)C. The catalyst is C(Cl)Cl.O.CN(C=O)C.O. The product is [C:21]([N:24]1[CH2:29][CH2:28][N:27]([C:30]2[CH:31]=[CH:32][C:33]([NH:36][C:37]([C:38]3[O:19][C:16]([NH:12][C:11]4[CH:13]=[CH:14][CH:15]=[C:9]([O:8][CH:5]([CH3:7])[CH3:6])[CH:10]=4)=[N:41][N:40]=3)=[O:42])=[CH:34][CH:35]=2)[CH2:26][CH2:25]1)(=[O:23])[CH3:22]. The yield is 0.0800. (3) The reactants are C([O-])(=O)C.[NH4+].ClC(Cl)(Cl)C[O:9][C:10]([C@@H:12]1[CH2:17][CH2:16][CH2:15][N:14]([C:18](=[O:50])[C@@H:19]([NH:35][C:36](=[O:49])[C@@H:37]([NH:41][C:42](OC(C)(C)C)=[O:43])[CH:38]([CH3:40])[CH3:39])[CH2:20][C:21]2[CH:26]=[CH:25][CH:24]=[C:23]([O:27][Si:28]([C:31]([CH3:34])([CH3:33])[CH3:32])([CH3:30])[CH3:29])[CH:22]=2)[NH:13]1)=[O:11].O1[CH2:57][CH2:56][CH2:55][CH2:54]1. The catalyst is O.[Zn]. The product is [C:31]([Si:28]([CH3:29])([CH3:30])[O:27][C:23]1[CH:22]=[C:21]([CH2:20][C@H:19]([NH:35][C:36](=[O:49])[C@@H:37]([NH:41][C:42](=[O:43])[CH2:57][CH2:56][CH:55]=[CH2:54])[CH:38]([CH3:40])[CH3:39])[C:18]([N:14]2[CH2:15][CH2:16][CH2:17][C@@H:12]([C:10]([OH:9])=[O:11])[NH:13]2)=[O:50])[CH:26]=[CH:25][CH:24]=1)([CH3:33])([CH3:34])[CH3:32]. The yield is 0.970. (4) The reactants are [C:1]([C:6]1[CH:7]=[C:8]2[C:12](=[N:13][CH:14]=1)[NH:11][C:10](=[O:15])[CH2:9]2)([O:3][CH2:4][CH3:5])=[O:2].[CH2:16]([O:18][CH:19](OC(=O)C)OCC)[CH3:17].C(OCC)C. The catalyst is C(O)(=O)C. The product is [C:1]([C:6]1[CH:7]=[C:8]2[C:12](=[N:13][CH:14]=1)[NH:11][C:10](=[O:15])[C:9]2=[CH:19][O:18][CH2:16][CH3:17])([O:3][CH2:4][CH3:5])=[O:2]. The yield is 0.690. (5) The reactants are [O:1]=[C:2]1[NH:6][C@@H:5]([C:7]([O:9][CH2:10][CH3:11])=[O:8])[CH2:4][CH2:3]1.Br[C:13]1[CH:18]=[CH:17][CH:16]=[CH:15][CH:14]=1.C([O-])([O-])=O.[Cs+].[Cs+].C1(P(C2C=CC=CC=2)C2C3OC4C(=CC=CC=4P(C4C=CC=CC=4)C4C=CC=CC=4)C(C)(C)C=3C=CC=2)C=CC=CC=1. The catalyst is O1CCOCC1.C1C=CC(/C=C/C(/C=C/C2C=CC=CC=2)=O)=CC=1.C1C=CC(/C=C/C(/C=C/C2C=CC=CC=2)=O)=CC=1.C1C=CC(/C=C/C(/C=C/C2C=CC=CC=2)=O)=CC=1.[Pd].[Pd]. The product is [O:1]=[C:2]1[N:6]([C:13]2[CH:18]=[CH:17][CH:16]=[CH:15][CH:14]=2)[C@@H:5]([C:7]([O:9][CH2:10][CH3:11])=[O:8])[CH2:4][CH2:3]1. The yield is 0.170. (6) The yield is 0.400. The product is [CH3:11][N:10]([CH3:14])[CH2:12][CH2:2][C:1]([C:4]1[CH:9]=[CH:8][CH:7]=[CH:6][CH:5]=1)=[O:3]. No catalyst specified. The reactants are [C:1]([C:4]1[CH:9]=[CH:8][CH:7]=[CH:6][CH:5]=1)(=[O:3])[CH3:2].[NH:10]([CH3:12])[CH3:11].Cl.[CH3:14]CO.